This data is from Full USPTO retrosynthesis dataset with 1.9M reactions from patents (1976-2016). The task is: Predict the reactants needed to synthesize the given product. (1) Given the product [CH2:1]([O:8][C:9]([N:11]1[CH:15]([C:16](=[O:18])[NH:58][C:59]2[S:60][CH:61]=[C:62]([C:64]3[CH:65]=[CH:66][C:67]([C:68](=[O:69])[NH:70][CH:71]4[CH2:73][CH2:72]4)=[CH:74][CH:75]=3)[N:63]=2)[CH2:14][S:13][C@@H:12]1[C:19]1[CH:20]=[N:21][CH:22]=[N:23][CH:24]=1)=[O:10])[C:2]1[CH:3]=[CH:4][CH:5]=[CH:6][CH:7]=1, predict the reactants needed to synthesize it. The reactants are: [CH2:1]([O:8][C:9]([N:11]1[CH:15]([C:16]([OH:18])=O)[CH2:14][S:13][C@@H:12]1[C:19]1[CH:20]=[N:21][CH:22]=[N:23][CH:24]=1)=[O:10])[C:2]1[CH:7]=[CH:6][CH:5]=[CH:4][CH:3]=1.CCN(C(C)C)C(C)C.CN(C(ON1N=NC2C=CC=NC1=2)=[N+](C)C)C.F[P-](F)(F)(F)(F)F.[NH2:58][C:59]1[S:60][CH:61]=[C:62]([C:64]2[CH:75]=[CH:74][C:67]([C:68]([NH:70][CH:71]3[CH2:73][CH2:72]3)=[O:69])=[CH:66][CH:65]=2)[N:63]=1. (2) Given the product [CH3:12][O:11][C:4]1[N:3]=[C:2]([NH:13][CH2:14][CH2:15][N:16]2[CH2:21][CH2:20][CH:19]([NH:22][C:23](=[O:29])[O:24][C:25]([CH3:27])([CH3:26])[CH3:28])[CH2:18][CH2:17]2)[C:7]([N+:8]([O-:10])=[O:9])=[CH:6][CH:5]=1, predict the reactants needed to synthesize it. The reactants are: Cl[C:2]1[C:7]([N+:8]([O-:10])=[O:9])=[CH:6][CH:5]=[C:4]([O:11][CH3:12])[N:3]=1.[NH2:13][CH2:14][CH2:15][N:16]1[CH2:21][CH2:20][CH:19]([NH:22][C:23](=[O:29])[O:24][C:25]([CH3:28])([CH3:27])[CH3:26])[CH2:18][CH2:17]1.C(=O)([O-])[O-].[K+].[K+]. (3) Given the product [C:19]([O:22][C:23](=[O:24])[NH:14][C:5]1[CH:6]=[C:7]([O:8][CH2:9][C:10]([F:12])([F:13])[F:11])[C:2]([I:1])=[CH:3][C:4]=1[N+:15]([O-:17])=[O:16])([CH3:21])([CH3:20])[CH3:18], predict the reactants needed to synthesize it. The reactants are: [I:1][C:2]1[C:7]([O:8][CH2:9][C:10]([F:13])([F:12])[F:11])=[CH:6][C:5]([NH2:14])=[C:4]([N+:15]([O-:17])=[O:16])[CH:3]=1.[CH3:18][C:19]([O:22][C:23](O[C:23]([O:22][C:19]([CH3:21])([CH3:20])[CH3:18])=[O:24])=[O:24])([CH3:21])[CH3:20].C(O)(C(F)(F)F)=O. (4) The reactants are: [N+:1]([C:4]1[CH:5]=[C:6]([CH:23]=[CH:24][CH:25]=1)[CH:7]=[C:8]1O[C:13]2[CH:15]=[CH:16][CH:17]=[CH:18][C:12]=2[CH2:11][C:10]2[CH:19]=[CH:20][CH:21]=[CH:22][C:9]1=2)([O-])=O.[OH2:26].O.[Sn](Cl)(Cl)(Cl)Cl.C1(C)C=CC=CC=1. Given the product [C:8]1(=[CH:7][C:6]2[CH:5]=[C:4]([NH2:1])[CH:25]=[CH:24][CH:23]=2)[C:9]2[C:22]([O:26][CH2:13][C:15]3[CH:16]=[CH:17][CH:18]=[CH:12][C:11]=3[CH:10]=2)=[CH:21][CH:20]=[CH:19]1, predict the reactants needed to synthesize it. (5) Given the product [F:1][C:2]1[CH:7]=[CH:6][C:5]([F:8])=[CH:4][C:3]=1[C@H:9]1[CH2:13][CH2:12][CH2:11][N:10]1[C:14]1[CH:19]=[CH:18][N:17]2[N:20]=[CH:21][C:22]([NH:23][C:29]([N:41]3[CH2:42][C@@H:37]4[CH2:43][C@H:40]3[CH2:39][O:38]4)=[O:30])=[C:16]2[N:15]=1, predict the reactants needed to synthesize it. The reactants are: [F:1][C:2]1[CH:7]=[CH:6][C:5]([F:8])=[CH:4][C:3]=1[C@H:9]1[CH2:13][CH2:12][CH2:11][N:10]1[C:14]1[CH:19]=[CH:18][N:17]2[N:20]=[CH:21][C:22]([NH2:23])=[C:16]2[N:15]=1.C1N=CN([C:29](N2C=NC=C2)=[O:30])C=1.Cl.[C@H:37]12[CH2:43][C@H:40]([NH:41][CH2:42]1)[CH2:39][O:38]2.CCN(C(C)C)C(C)C. (6) Given the product [OH:15][CH2:14][CH2:13][NH:12][CH2:2][C@@H:3]([OH:11])[CH2:4][C:5]#[C:6][Si:7]([CH3:10])([CH3:9])[CH3:8], predict the reactants needed to synthesize it. The reactants are: Cl[CH2:2][C@@H:3]([OH:11])[CH2:4][C:5]#[C:6][Si:7]([CH3:10])([CH3:9])[CH3:8].[NH2:12][CH2:13][CH2:14][OH:15].CO. (7) Given the product [Cl:18][C:16]1[N:15]([C:19]2[CH:20]=[CH:21][C:22]([O:25][CH3:26])=[CH:23][CH:24]=2)[C:14]([C:27]([O:29][CH2:30][CH3:31])=[O:28])=[C:13]([NH:12][C:9](=[O:11])[CH2:8][C:3]2[CH:4]=[CH:5][CH:6]=[CH:7][C:2]=2[F:1])[CH:17]=1, predict the reactants needed to synthesize it. The reactants are: [F:1][C:2]1[CH:7]=[CH:6][CH:5]=[CH:4][C:3]=1[CH2:8][C:9]([OH:11])=O.[NH2:12][C:13]1[CH:17]=[C:16]([Cl:18])[N:15]([C:19]2[CH:24]=[CH:23][C:22]([O:25][CH3:26])=[CH:21][CH:20]=2)[C:14]=1[C:27]([O:29][CH2:30][CH3:31])=[O:28].C(Cl)CCl.C1C=CC2N(O)N=NC=2C=1.C(N(CC)CC)C. (8) Given the product [CH:19]([C:22]1[CH:28]=[CH:27][C:25]([NH:26][C:13](=[O:15])[C:12]2[CH:16]=[CH:17][CH:18]=[C:10]([S:7]([N:1]3[CH2:2][CH2:3][CH2:4][CH2:5][CH2:6]3)(=[O:8])=[O:9])[CH:11]=2)=[CH:24][CH:23]=1)([CH3:21])[CH3:20], predict the reactants needed to synthesize it. The reactants are: [N:1]1([S:7]([C:10]2[CH:11]=[C:12]([CH:16]=[CH:17][CH:18]=2)[C:13]([OH:15])=O)(=[O:9])=[O:8])[CH2:6][CH2:5][CH2:4][CH2:3][CH2:2]1.[CH:19]([C:22]1[CH:28]=[CH:27][C:25]([NH2:26])=[CH:24][CH:23]=1)([CH3:21])[CH3:20].